Regression. Given two drug SMILES strings and cell line genomic features, predict the synergy score measuring deviation from expected non-interaction effect. From a dataset of NCI-60 drug combinations with 297,098 pairs across 59 cell lines. (1) Drug 1: CC1=C(C(CCC1)(C)C)C=CC(=CC=CC(=CC(=O)O)C)C. Drug 2: CC1=C(C(=O)C2=C(C1=O)N3CC4C(C3(C2COC(=O)N)OC)N4)N. Cell line: SNB-75. Synergy scores: CSS=10.6, Synergy_ZIP=-3.24, Synergy_Bliss=3.55, Synergy_Loewe=-19.6, Synergy_HSA=-2.23. (2) Drug 1: C1CCC(CC1)NC(=O)N(CCCl)N=O. Cell line: UO-31. Drug 2: C(CCl)NC(=O)N(CCCl)N=O. Synergy scores: CSS=4.80, Synergy_ZIP=-2.60, Synergy_Bliss=-2.42, Synergy_Loewe=-2.88, Synergy_HSA=-1.90. (3) Drug 1: CCCS(=O)(=O)NC1=C(C(=C(C=C1)F)C(=O)C2=CNC3=C2C=C(C=N3)C4=CC=C(C=C4)Cl)F. Drug 2: CC1=C2C(C(=O)C3(C(CC4C(C3C(C(C2(C)C)(CC1OC(=O)C(C(C5=CC=CC=C5)NC(=O)C6=CC=CC=C6)O)O)OC(=O)C7=CC=CC=C7)(CO4)OC(=O)C)O)C)OC(=O)C. Cell line: T-47D. Synergy scores: CSS=34.2, Synergy_ZIP=8.40, Synergy_Bliss=9.15, Synergy_Loewe=-9.02, Synergy_HSA=7.86. (4) Drug 1: CCC1=CC2CC(C3=C(CN(C2)C1)C4=CC=CC=C4N3)(C5=C(C=C6C(=C5)C78CCN9C7C(C=CC9)(C(C(C8N6C)(C(=O)OC)O)OC(=O)C)CC)OC)C(=O)OC.C(C(C(=O)O)O)(C(=O)O)O. Drug 2: C1=CC=C(C(=C1)C(C2=CC=C(C=C2)Cl)C(Cl)Cl)Cl. Cell line: SNB-75. Synergy scores: CSS=40.7, Synergy_ZIP=1.86, Synergy_Bliss=4.68, Synergy_Loewe=-17.9, Synergy_HSA=5.71.